From a dataset of Forward reaction prediction with 1.9M reactions from USPTO patents (1976-2016). Predict the product of the given reaction. (1) Given the reactants [CH3:1][O:2][C:3]([C:5]1[C:13]2[O:12][C:11]([N:14]3[CH2:19][CH2:18][CH2:17][CH2:16][C@H:15]3[C:20]([OH:22])=O)=[N:10][C:9]=2[CH:8]=[CH:7][CH:6]=1)=[O:4].[CH3:23][C@H:24]1[CH2:29][CH2:28][CH2:27][C@@H:26]([CH3:30])[N:25]1[CH2:31][CH2:32][NH2:33], predict the reaction product. The product is: [NH3:10].[CH3:23][C@H:24]1[CH2:29][CH2:28][CH2:27][C@@H:26]([CH3:30])[N:25]1[CH2:31][CH2:32][NH:33][C:20]([C@@H:15]1[CH2:16][CH2:17][CH2:18][CH2:19][N:14]1[C:11]1[O:12][C:13]2[C:5]([C:3]([O:2][CH3:1])=[O:4])=[CH:6][CH:7]=[CH:8][C:9]=2[N:10]=1)=[O:22]. (2) Given the reactants [NH2:1][C:2]1[CH:3]=[C:4]([CH:7]=[CH:8][C:9]=1[N:10]([CH3:25])[C:11]1[CH:20]=[CH:19][C:18]2[C:17]([CH3:22])([CH3:21])[CH2:16][CH2:15][C:14]([CH3:24])([CH3:23])[C:13]=2[CH:12]=1)[C:5]#[N:6].[CH3:26][O:27][C:28](=[O:38])[C:29]1[CH:37]=[CH:36][C:32]([C:33](O)=O)=[CH:31][CH:30]=1.O=P(Cl)(Cl)Cl.Cl, predict the reaction product. The product is: [CH3:26][O:27][C:28](=[O:38])[C:29]1[CH:37]=[CH:36][C:32]([C:33]2[C:20]3=[CH:19][C:18]4[C:17]([CH3:21])([CH3:22])[CH2:16][CH2:15][C:14]([CH3:24])([CH3:23])[C:13]=4[CH:12]=[C:11]3[N:10]([CH3:25])[C:9]3[CH:8]=[CH:7][C:4]([C:5]#[N:6])=[CH:3][C:2]=3[N:1]=2)=[CH:31][CH:30]=1. (3) Given the reactants [CH3:1][C:2]1[CH:6]=[C:5]([N+:7]([O-:9])=[O:8])[NH:4][N:3]=1.[H-].[Na+].[CH3:12][O:13][C:14](=[O:42])[C:15]1[CH:20]=[CH:19][CH:18]=[C:17]([CH2:21][N:22]2[C:27](=[O:28])[CH:26]=[CH:25][C:24]([C:29]3[CH:34]=[CH:33][CH:32]=[C:31]([CH2:35][CH2:36]OS(C)(=O)=O)[CH:30]=3)=[N:23]2)[CH:16]=1, predict the reaction product. The product is: [CH3:12][O:13][C:14](=[O:42])[C:15]1[CH:20]=[CH:19][CH:18]=[C:17]([CH2:21][N:22]2[C:27](=[O:28])[CH:26]=[CH:25][C:24]([C:29]3[CH:34]=[CH:33][CH:32]=[C:31]([CH2:35][CH2:36][N:4]4[C:5]([N+:7]([O-:9])=[O:8])=[CH:6][C:2]([CH3:1])=[N:3]4)[CH:30]=3)=[N:23]2)[CH:16]=1. (4) Given the reactants [CH2:1]([C:3]1[N:4]([CH2:16][CH2:17][CH2:18][CH2:19][CH2:20][C:21]([NH2:23])=[O:22])[C:5]2[C:14]3[N:13]=[CH:12][CH:11]=[CH:10][C:9]=3[N:8]=[CH:7][C:6]=2[N:15]=1)[CH3:2].C1C=C(Cl)C=C(C(OO)=O)C=1.[OH-].[NH4+:36].C1(C)C=CC(S(Cl)(=O)=O)=CC=1, predict the reaction product. The product is: [NH2:36][C:7]1[C:6]2[N:15]=[C:3]([CH2:1][CH3:2])[N:4]([CH2:16][CH2:17][CH2:18][CH2:19][CH2:20][C:21]([NH2:23])=[O:22])[C:5]=2[C:14]2[N:13]=[CH:12][CH:11]=[CH:10][C:9]=2[N:8]=1.